From a dataset of Full USPTO retrosynthesis dataset with 1.9M reactions from patents (1976-2016). Predict the reactants needed to synthesize the given product. (1) Given the product [CH:26]1([N:35]([CH3:34])[C:16]2[N:15]=[CH:14][C:13]3[C:18](=[CH:19][CH:20]=[C:11]([O:10][C:8]4[CH:7]=[CH:6][N:5]=[C:4]([C:3]([NH:2][CH3:1])=[O:25])[CH:9]=4)[CH:12]=3)[N:17]=2)[CH2:27][CH2:28][CH2:29][CH2:30][CH2:31]1, predict the reactants needed to synthesize it. The reactants are: [CH3:1][NH:2][C:3](=[O:25])[C:4]1[CH:9]=[C:8]([O:10][C:11]2[CH:12]=[C:13]3[C:18](=[CH:19][CH:20]=2)[N:17]=[C:16](S(C)(=O)=O)[N:15]=[CH:14]3)[CH:7]=[CH:6][N:5]=1.[CH:26]1(CN)[CH2:31][CH2:30][CH2:29][CH2:28][CH2:27]1.[CH3:34][N:35](C=O)C. (2) The reactants are: [ClH:1].[OH:2][NH:3][C:4](=[O:36])[C@@H:5]([N:30]1[CH2:35][CH2:34][CH2:33][CH2:32][CH2:31]1)[CH2:6][NH:7][S:8]([C:11]1[CH:16]=[CH:15][C:14]([O:17][CH2:18][C:19]2[C:28]3[C:23](=[CH:24][CH:25]=[CH:26][CH:27]=3)[N:22]=[C:21]([CH3:29])[CH:20]=2)=[CH:13][CH:12]=1)(=[O:10])=[O:9]. Given the product [ClH:1].[ClH:1].[OH:2][NH:3][C:4](=[O:36])[C@@H:5]([N:30]1[CH2:31][CH2:32][CH2:33][CH2:34][CH2:35]1)[CH2:6][NH:7][S:8]([C:11]1[CH:16]=[CH:15][C:14]([O:17][CH2:18][C:19]2[C:28]3[C:23](=[CH:24][CH:25]=[CH:26][CH:27]=3)[N:22]=[C:21]([CH3:29])[CH:20]=2)=[CH:13][CH:12]=1)(=[O:10])=[O:9], predict the reactants needed to synthesize it.